Dataset: Reaction yield outcomes from USPTO patents with 853,638 reactions. Task: Predict the reaction yield, written as a fraction of the theoretical maximum amount of product (1.0 means a 100% yield; for example, 0.34 means a 34% yield). (1) The reactants are [CH2:1]([O:3][C:4]([C:6]1[C:7]([CH3:19])=[C:8](C(OC(C)(C)C)=O)[NH:9][C:10]=1[CH3:11])=[O:5])[CH3:2].C(O)C.Cl. The catalyst is O. The product is [CH2:1]([O:3][C:4]([C:6]1[C:7]([CH3:19])=[CH:8][NH:9][C:10]=1[CH3:11])=[O:5])[CH3:2]. The yield is 0.870. (2) The reactants are [OH:1][C:2]1[CH:3]=[CH:4][C:5]([O:21][CH3:22])=[C:6]([CH:8]([C:15]2[S:16][C:17]([CH3:20])=[CH:18][N:19]=2)[CH2:9][C:10]([O:12][CH2:13][CH3:14])=[O:11])[CH:7]=1.CCN(C(C)C)C(C)C.[F:32][C:33]([F:46])([F:45])[S:34](O[S:34]([C:33]([F:46])([F:45])[F:32])(=[O:36])=[O:35])(=[O:36])=[O:35].O. The catalyst is C(Cl)Cl. The product is [CH3:22][O:21][C:5]1[CH:4]=[CH:3][C:2]([O:1][S:34]([C:33]([F:46])([F:45])[F:32])(=[O:36])=[O:35])=[CH:7][C:6]=1[CH:8]([C:15]1[S:16][C:17]([CH3:20])=[CH:18][N:19]=1)[CH2:9][C:10]([O:12][CH2:13][CH3:14])=[O:11]. The yield is 0.730. (3) The reactants are [O:1]=[C:2]1[CH:7]=[C:6]([CH2:8][C:9]2[C:10](=[O:16])[NH:11][C:12](=[S:15])[NH:13][CH:14]=2)[CH:5]=[CH:4][NH:3]1.[OH-].[K+].[CH3:19]I. The catalyst is C(O)C. The product is [CH3:19][S:15][C:12]1[NH:13][CH:14]=[C:9]([CH2:8][C:6]2[CH:5]=[CH:4][NH:3][C:2](=[O:1])[CH:7]=2)[C:10](=[O:16])[N:11]=1. The yield is 0.482. (4) The reactants are Br[CH2:2][C:3]1[CH:8]=[CH:7][CH:6]=[C:5]([CH2:9][CH3:10])[CH:4]=1.[B:11]1([B:11]2[O:15][C:14]([CH3:17])([CH3:16])[C:13]([CH3:19])([CH3:18])[O:12]2)[O:15][C:14]([CH3:17])([CH3:16])[C:13]([CH3:19])([CH3:18])[O:12]1.C(=O)([O-])[O-].[K+].[K+]. The catalyst is O1CCOCC1.[Pd].C1(P(C2C=CC=CC=2)C2C=CC=CC=2)C=CC=CC=1.C1(P(C2C=CC=CC=2)C2C=CC=CC=2)C=CC=CC=1.C1(P(C2C=CC=CC=2)C2C=CC=CC=2)C=CC=CC=1.C1(P(C2C=CC=CC=2)C2C=CC=CC=2)C=CC=CC=1. The product is [CH2:9]([C:5]1[CH:4]=[C:3]([CH:8]=[CH:7][CH:6]=1)[CH2:2][B:11]1[O:15][C:14]([CH3:17])([CH3:16])[C:13]([CH3:19])([CH3:18])[O:12]1)[CH3:10]. The yield is 0.660. (5) The reactants are [CH2:1]([C:3]1[CH:9]=[CH:8][C:6]([NH2:7])=[CH:5][CH:4]=1)[CH3:2].S(=O)(=O)(O)O.[N+:15]([O-])([OH:17])=[O:16]. No catalyst specified. The product is [CH2:1]([C:3]1[CH:9]=[CH:8][C:6]([NH2:7])=[CH:5][C:4]=1[N+:15]([O-:17])=[O:16])[CH3:2]. The yield is 0.730. (6) The reactants are [CH3:1][S:2]([C:5]1[CH:10]=[CH:9][C:8]([NH:11][C:12]2[C:17]([N+:18]([O-:20])=[O:19])=[C:16]([O:21][CH:22]3[CH2:27][CH2:26][NH:25][CH2:24][CH2:23]3)[N:15]=[CH:14][N:13]=2)=[CH:7][CH:6]=1)(=[O:4])=[O:3].Cl[C:29]([O:31][CH2:32][CH3:33])=[O:30].C(N(CC)CC)C. The catalyst is CN(C=O)C. The product is [CH2:32]([O:31][C:29]([N:25]1[CH2:26][CH2:27][CH:22]([O:21][C:16]2[C:17]([N+:18]([O-:20])=[O:19])=[C:12]([NH:11][C:8]3[CH:9]=[CH:10][C:5]([S:2]([CH3:1])(=[O:4])=[O:3])=[CH:6][CH:7]=3)[N:13]=[CH:14][N:15]=2)[CH2:23][CH2:24]1)=[O:30])[CH3:33]. The yield is 0.890.